The task is: Predict which catalyst facilitates the given reaction.. This data is from Catalyst prediction with 721,799 reactions and 888 catalyst types from USPTO. (1) Reactant: [F:1][C:2]1[CH:3]=[CH:4][C:5]([NH2:8])=[N:6][CH:7]=1.C[Si]([N-][Si](C)(C)C)(C)C.[K+].[C:19]([C:21]1[CH:22]=[C:23]([CH:28]=[C:29]([O:31][C:32]2[CH:33]=[N:34][CH:35]=[N:36][CH:37]=2)[CH:30]=1)[C:24](OC)=[O:25])#[N:20]. Product: [C:19]([C:21]1[CH:22]=[C:23]([CH:28]=[C:29]([O:31][C:32]2[CH:37]=[N:36][CH:35]=[N:34][CH:33]=2)[CH:30]=1)[C:24]([NH:8][C:5]1[CH:4]=[CH:3][C:2]([F:1])=[CH:7][N:6]=1)=[O:25])#[N:20]. The catalyst class is: 1. (2) Reactant: [NH2:1][C:2]1[CH:6]=[CH:5][S:4][C:3]=1C(OC)=O.[C:11](Cl)(=[O:16])[C:12]([CH3:15])([CH3:14])[CH3:13]. Product: [S:4]1[CH:5]=[CH:6][C:2]([NH:1][C:11](=[O:16])[C:12]([CH3:15])([CH3:14])[CH3:13])=[CH:3]1. The catalyst class is: 17. (3) Reactant: [C:1]([O:20][CH2:21][C:22]([NH:24][NH2:25])=[O:23])([C:14]1[CH:19]=[CH:18][CH:17]=[CH:16][CH:15]=1)([C:8]1[CH:13]=[CH:12][CH:11]=[CH:10][CH:9]=1)[C:2]1[CH:7]=[CH:6][CH:5]=[CH:4][CH:3]=1.[CH2:26]([N:29]=[C:30]=[O:31])[CH2:27][CH3:28]. Product: [CH2:26]([NH:29][C:30]([NH:25][NH:24][C:22](=[O:23])[CH2:21][O:20][C:1]([C:8]1[CH:13]=[CH:12][CH:11]=[CH:10][CH:9]=1)([C:14]1[CH:15]=[CH:16][CH:17]=[CH:18][CH:19]=1)[C:2]1[CH:3]=[CH:4][CH:5]=[CH:6][CH:7]=1)=[O:31])[CH2:27][CH3:28]. The catalyst class is: 1. (4) Reactant: C([O:8][NH:9][C:10]([C:12]1[C:17]([O:18]CC2C=CC=CC=2)=[C:16]([CH2:26][OH:27])[C:15]([C:28]([NH:30][CH2:31][C:32]2[CH:37]=[CH:36][C:35]([Cl:38])=[C:34]([Cl:39])[CH:33]=2)=[O:29])=[CH:14][N:13]=1)=[O:11])C1C=CC=CC=1. Product: [Cl:39][C:34]1[CH:33]=[C:32]([CH:37]=[CH:36][C:35]=1[Cl:38])[CH2:31][NH:30][C:28]([C:15]1[C:16]([CH2:26][OH:27])=[C:17]([OH:18])[C:12]([C:10]([NH:9][OH:8])=[O:11])=[N:13][CH:14]=1)=[O:29]. The catalyst class is: 19. (5) Reactant: [Br-:1].[Br-].[Br-].C([N+](CCCC)(CCCC)CCCC)CCC.C([N+](CCCC)(CCCC)CCCC)CCC.C([N+](CCCC)(CCCC)CCCC)CCC.[OH:55][CH2:56][CH2:57][C:58]1[CH:63]=[CH:62][CH:61]=[CH:60][C:59]=1[O:64][CH3:65]. Product: [Br:1][C:62]1[CH:61]=[CH:60][C:59]([O:64][CH3:65])=[C:58]([CH2:57][CH2:56][OH:55])[CH:63]=1. The catalyst class is: 98.